From a dataset of Merck oncology drug combination screen with 23,052 pairs across 39 cell lines. Regression. Given two drug SMILES strings and cell line genomic features, predict the synergy score measuring deviation from expected non-interaction effect. (1) Drug 1: O=C(CCCCCCC(=O)Nc1ccccc1)NO. Drug 2: Cn1nnc2c(C(N)=O)ncn2c1=O. Cell line: KPL1. Synergy scores: synergy=-8.29. (2) Drug 1: CCC1(O)CC2CN(CCc3c([nH]c4ccccc34)C(C(=O)OC)(c3cc4c(cc3OC)N(C)C3C(O)(C(=O)OC)C(OC(C)=O)C5(CC)C=CCN6CCC43C65)C2)C1. Drug 2: CCN(CC)CCNC(=O)c1c(C)[nH]c(C=C2C(=O)Nc3ccc(F)cc32)c1C. Cell line: NCIH460. Synergy scores: synergy=-3.92.